From a dataset of Full USPTO retrosynthesis dataset with 1.9M reactions from patents (1976-2016). Predict the reactants needed to synthesize the given product. (1) The reactants are: [F:1][C:2]1([F:29])[CH2:7][CH2:6][N:5]([C:8]([C:10]2[NH:11][C:12]3[C:17]([CH:18]=2)=[CH:16][C:15]([O:19][CH:20]2[CH2:25][CH2:24][N:23]([CH:26]([CH3:28])[CH3:27])[CH2:22][CH2:21]2)=[CH:14][CH:13]=3)=[O:9])[CH2:4][CH2:3]1.[CH3:30][O:31][C:32]1[N:37]=[CH:36][C:35](B(O)O)=[CH:34][N:33]=1. Given the product [F:29][C:2]1([F:1])[CH2:7][CH2:6][N:5]([C:8]([C:10]2[N:11]([C:35]3[CH:34]=[N:33][C:32]([O:31][CH3:30])=[N:37][CH:36]=3)[C:12]3[C:17]([CH:18]=2)=[CH:16][C:15]([O:19][CH:20]2[CH2:25][CH2:24][N:23]([CH:26]([CH3:27])[CH3:28])[CH2:22][CH2:21]2)=[CH:14][CH:13]=3)=[O:9])[CH2:4][CH2:3]1, predict the reactants needed to synthesize it. (2) Given the product [Cl:1][C:2]1[CH:7]=[C:6]([Cl:8])[CH:5]=[CH:4][C:3]=1[N:9]1[C:13]2=[N:14][C:15]([CH3:19])=[CH:16][C:17]([NH:18][C:32](=[O:33])[CH2:31][Cl:30])=[C:12]2[N:11]=[C:10]1[CH3:20], predict the reactants needed to synthesize it. The reactants are: [Cl:1][C:2]1[CH:7]=[C:6]([Cl:8])[CH:5]=[CH:4][C:3]=1[N:9]1[C:13]2=[N:14][C:15]([CH3:19])=[CH:16][C:17]([NH2:18])=[C:12]2[N:11]=[C:10]1[CH3:20].C(N(CC)C(C)C)(C)C.[Cl:30][CH2:31][C:32](Cl)=[O:33].C(=O)([O-])[O-].[K+].[K+]. (3) The reactants are: N#N.[N:3]([C@H:6]1[C@H:10](OS(C2C=CC(C)=CC=2)(=O)=O)[CH2:9][N:8]([C:22]([O:24][C:25]([CH3:28])([CH3:27])[CH3:26])=[O:23])[CH2:7]1)=[N+:4]=[N-:5].C1COCC1.[F-:34].C([N+](CCCC)(CCCC)CCCC)CCC. Given the product [N:3]([C@H:6]1[C@@H:10]([F:34])[CH2:9][N:8]([C:22]([O:24][C:25]([CH3:28])([CH3:27])[CH3:26])=[O:23])[CH2:7]1)=[N+:4]=[N-:5], predict the reactants needed to synthesize it. (4) Given the product [CH3:34][N:35]([CH2:36][CH2:37][C:38]([O:40][C:41]([CH3:44])([CH3:43])[CH3:42])=[O:39])[C:27](=[O:28])[C:26]1[CH:32]=[CH:33][C:23]([CH:19]([NH:18][C:15]2[CH:16]=[N:17][C:12]([N:10]3[CH:11]=[C:7]([C:1]4[CH:6]=[CH:5][CH:4]=[CH:3][CH:2]=4)[CH:8]=[N:9]3)=[CH:13][CH:14]=2)[CH2:20][CH2:21][CH3:22])=[CH:24][CH:25]=1, predict the reactants needed to synthesize it. The reactants are: [C:1]1([C:7]2[CH:8]=[N:9][N:10]([C:12]3[N:17]=[CH:16][C:15]([NH:18][CH:19]([C:23]4[CH:33]=[CH:32][C:26]([C:27](OCC)=[O:28])=[CH:25][CH:24]=4)[CH2:20][CH2:21][CH3:22])=[CH:14][CH:13]=3)[CH:11]=2)[CH:6]=[CH:5][CH:4]=[CH:3][CH:2]=1.[CH3:34][NH:35][CH2:36][CH2:37][C:38]([O:40][C:41]([CH3:44])([CH3:43])[CH3:42])=[O:39]. (5) Given the product [CH:25]([C:3]1[N:4]([CH2:17][O:18][CH2:19][CH2:20][Si:21]([CH3:24])([CH3:23])[CH3:22])[C:5]2[N:6]=[CH:7][N:8]=[C:9]([N:11]3[CH2:16][CH2:15][O:14][CH2:13][CH2:12]3)[C:10]=2[C:2]=1[C:37]1[CH:38]=[C:39]([CH:42]=[CH:43][CH:44]=1)[C:40]#[N:41])=[O:26], predict the reactants needed to synthesize it. The reactants are: I[C:2]1[C:10]2[C:9]([N:11]3[CH2:16][CH2:15][O:14][CH2:13][CH2:12]3)=[N:8][CH:7]=[N:6][C:5]=2[N:4]([CH2:17][O:18][CH2:19][CH2:20][Si:21]([CH3:24])([CH3:23])[CH3:22])[C:3]=1[CH:25]=[O:26].ClC1C2C([C:37]3[CH:38]=[C:39]([CH:42]=[CH:43][CH:44]=3)[C:40]#[N:41])=C(C)N(COCC[Si](C)(C)C)C=2N=CN=1. (6) Given the product [Si:16]([O:23][CH2:24]/[CH:25]=[N:2]/[NH:1][C:3]([O:5][C:6]([CH3:9])([CH3:8])[CH3:7])=[O:4])([C:19]([CH3:22])([CH3:21])[CH3:20])([CH3:18])[CH3:17], predict the reactants needed to synthesize it. The reactants are: [NH:1]([C:3]([O:5][C:6]([CH3:9])([CH3:8])[CH3:7])=[O:4])[NH2:2].[O-]S([O-])(=O)=O.[Mg+2].[Si:16]([O:23][CH2:24][CH:25]=O)([C:19]([CH3:22])([CH3:21])[CH3:20])([CH3:18])[CH3:17]. (7) The reactants are: [Br:1][C:2]1[CH:7]=[CH:6][C:5]([CH:8]=[N:9][N:10]2[C:19]3[C:14](=[CH:15][CH:16]=[CH:17][CH:18]=3)[C:13]([OH:20])=[C:12]([C:21]3[NH:26][C:25]4[CH:27]=[CH:28][CH:29]=[CH:30][C:24]=4[S:23](=[O:32])(=[O:31])[N:22]=3)[C:11]2=[O:33])=[CH:4][CH:3]=1.CO.[BH4-].[Li+].Cl. Given the product [Br:1][C:2]1[CH:3]=[CH:4][C:5]([CH2:8][NH:9][N:10]2[C:19]3[C:14](=[CH:15][CH:16]=[CH:17][CH:18]=3)[C:13]([OH:20])=[C:12]([C:21]3[NH:26][C:25]4[CH:27]=[CH:28][CH:29]=[CH:30][C:24]=4[S:23](=[O:31])(=[O:32])[N:22]=3)[C:11]2=[O:33])=[CH:6][CH:7]=1, predict the reactants needed to synthesize it. (8) The reactants are: [CH2:1]([N:8]1[CH2:17][CH2:16][C:15]2[NH:14][C:13](=O)[CH:12]=[CH:11][C:10]=2[CH2:9]1)[C:2]1[CH:7]=[CH:6][CH:5]=[CH:4][CH:3]=1.O=P(Cl)(Cl)[Cl:21]. Given the product [CH2:1]([N:8]1[CH2:17][CH2:16][C:15]2[N:14]=[C:13]([Cl:21])[CH:12]=[CH:11][C:10]=2[CH2:9]1)[C:2]1[CH:7]=[CH:6][CH:5]=[CH:4][CH:3]=1, predict the reactants needed to synthesize it. (9) Given the product [Br:1][C:2]1[CH:11]=[CH:10][CH:9]=[CH:8][C:3]=1[C:4]([NH:6][NH:7][C:19]([NH:18][C:12]1[CH:17]=[CH:16][CH:15]=[CH:14][CH:13]=1)=[O:20])=[O:5], predict the reactants needed to synthesize it. The reactants are: [Br:1][C:2]1[CH:11]=[CH:10][CH:9]=[CH:8][C:3]=1[C:4]([NH:6][NH2:7])=[O:5].[C:12]1([N:18]=[C:19]=[O:20])[CH:17]=[CH:16][CH:15]=[CH:14][CH:13]=1.